Regression. Given two drug SMILES strings and cell line genomic features, predict the synergy score measuring deviation from expected non-interaction effect. From a dataset of NCI-60 drug combinations with 297,098 pairs across 59 cell lines. (1) Drug 1: COC1=CC(=CC(=C1O)OC)C2C3C(COC3=O)C(C4=CC5=C(C=C24)OCO5)OC6C(C(C7C(O6)COC(O7)C8=CC=CS8)O)O. Drug 2: C1=NC2=C(N1)C(=S)N=CN2. Cell line: T-47D. Synergy scores: CSS=30.3, Synergy_ZIP=-10.4, Synergy_Bliss=-6.24, Synergy_Loewe=-27.6, Synergy_HSA=-5.01. (2) Drug 1: CC1=C(C(=CC=C1)Cl)NC(=O)C2=CN=C(S2)NC3=CC(=NC(=N3)C)N4CCN(CC4)CCO. Drug 2: CC12CCC3C(C1CCC2O)C(CC4=C3C=CC(=C4)O)CCCCCCCCCS(=O)CCCC(C(F)(F)F)(F)F. Cell line: SR. Synergy scores: CSS=-3.94, Synergy_ZIP=-0.405, Synergy_Bliss=-1.38, Synergy_Loewe=-7.40, Synergy_HSA=-7.31. (3) Drug 1: CC12CCC(CC1=CCC3C2CCC4(C3CC=C4C5=CN=CC=C5)C)O. Drug 2: CNC(=O)C1=NC=CC(=C1)OC2=CC=C(C=C2)NC(=O)NC3=CC(=C(C=C3)Cl)C(F)(F)F. Cell line: UACC62. Synergy scores: CSS=8.06, Synergy_ZIP=-7.20, Synergy_Bliss=-9.36, Synergy_Loewe=-21.9, Synergy_HSA=-8.40.